This data is from Full USPTO retrosynthesis dataset with 1.9M reactions from patents (1976-2016). The task is: Predict the reactants needed to synthesize the given product. (1) Given the product [C:16]([O:20][CH2:21][CH:22]([O:14][C:9](=[O:13])[CH3:10])[CH3:27])(=[O:19])[CH3:17], predict the reactants needed to synthesize it. The reactants are: C=CC1C=CC=CC=1.[C:9]([O:14]C)(=[O:13])[C:10](C)=C.[C:16]([O:20][CH2:21][CH:22]([CH2:27]C)CCCC)(=[O:19])[CH:17]=C.C(O)(=O)C=C.S(OOS([O-])(=O)=O)([O-])(=O)=O.[K+].[K+].S([O-])(O)=O.[Na+].C(OCCCC)(=O)C=C. (2) Given the product [CH2:25]([O:27]/[N:28]=[C:2](/[C@@H:4]1[C@:8]2([CH3:23])[C@H:7]([C@H:12]3[C@H:11]([CH2:10][CH2:9]2)[C@:16]2([CH3:22])[C:17]([CH2:18][C@@H:19]([OH:21])[CH2:20][CH2:15]2)=[CH:14][CH2:13]3)[CH2:6][CH2:5]1)\[CH3:1])[CH3:26], predict the reactants needed to synthesize it. The reactants are: [CH3:1][C:2]([C@@H:4]1[C@@:8]2([CH3:23])[CH2:9][CH2:10][C@@H:11]3[C@@:16]4([CH3:22])[CH2:17][CH2:18][C@H:19]([OH:21])[CH2:20][C:15]4=[CH:14][CH2:13][C@H:12]3[C@@H:7]2[CH2:6][CH2:5]1)=O.Cl.[CH2:25]([O:27][NH2:28])[CH3:26].N1C=CC=CC=1. (3) Given the product [Cl:47][C:41]1[C:42]([Cl:46])=[CH:43][CH:44]=[CH:45][C:40]=1[C:27]1([CH2:26][NH:25][C:22](=[O:24])[C:3]2[C:2]([F:1])=[C:7]([S:8][C:9]3[S:13][C:12]([NH:14][C:15]4[CH:20]=[C:19]([CH3:21])[CH:18]=[CH:17][N:16]=4)=[N:11][CH:10]=3)[CH:6]=[CH:5][N:4]=2)[CH2:32][CH2:31][NH:30][CH2:29][CH2:28]1, predict the reactants needed to synthesize it. The reactants are: [F:1][C:2]1[C:3]([C:22]([OH:24])=O)=[N:4][CH:5]=[CH:6][C:7]=1[S:8][C:9]1[S:13][C:12]([NH:14][C:15]2[CH:20]=[C:19]([CH3:21])[CH:18]=[CH:17][N:16]=2)=[N:11][CH:10]=1.[NH2:25][CH2:26][C:27]1([C:40]2[CH:45]=[CH:44][CH:43]=[C:42]([Cl:46])[C:41]=2[Cl:47])[CH2:32][CH2:31][N:30](C(OC(C)(C)C)=O)[CH2:29][CH2:28]1. (4) The reactants are: [F:1][C:2]1[CH:3]=[C:4]([C@@:8]23[C:17](=O)/[C:16](=[CH:19]\O)/[CH2:15][CH2:14][C@H:13]2[C@H:12]([CH3:21])[C:11]2([O:25][CH2:24][CH2:23][O:22]2)[CH2:10][CH2:9]3)[CH:5]=[CH:6][CH:7]=1.C(O)(=O)C.[CH:30]([NH2:32])=[NH:31].N1CCCCC1. Given the product [F:1][C:2]1[CH:3]=[C:4]([C@:8]23[CH2:9][CH2:10][C:11]4([O:25][CH2:24][CH2:23][O:22]4)[C@@H:12]([CH3:21])[C@@H:13]2[CH2:14][CH2:15][C:16]2[CH:19]=[N:31][CH:30]=[N:32][C:17]=23)[CH:5]=[CH:6][CH:7]=1, predict the reactants needed to synthesize it. (5) Given the product [N:39]1[CH:44]=[C:43]([C:45]2[CH:46]=[C:47]([NH:48][C:14]([C:1]3[C:13]4[NH:12][C:11]5[C:6](=[CH:7][CH:8]=[CH:9][CH:10]=5)[C:5]=4[CH:4]=[CH:3][CH:2]=3)=[O:16])[CH:49]=[CH:50][CH:51]=2)[CH:42]=[N:41][CH:40]=1, predict the reactants needed to synthesize it. The reactants are: [C:1]1([C:14]([OH:16])=O)[C:13]2[NH:12][C:11]3[C:6](=[CH:7][CH:8]=[CH:9][CH:10]=3)[C:5]=2[CH:4]=[CH:3][CH:2]=1.ON1C2C=CC=CC=2N=N1.Cl.C(N=C=NCCCN(C)C)C.[N:39]1[CH:44]=[C:43]([C:45]2[CH:46]=[C:47]([CH:49]=[CH:50][CH:51]=2)[NH2:48])[CH:42]=[N:41][CH:40]=1.